This data is from Forward reaction prediction with 1.9M reactions from USPTO patents (1976-2016). The task is: Predict the product of the given reaction. The product is: [CH3:3][S:4]([C:7]1[CH:12]=[CH:11][C:10]([N:13]2[C:17]3=[N:18][CH:19]=[CH:20][CH:21]=[C:16]3[C:15]([C:22]([OH:24])=[O:23])=[CH:14]2)=[CH:9][CH:8]=1)(=[O:5])=[O:6]. Given the reactants [OH-].[Na+].[CH3:3][S:4]([C:7]1[CH:12]=[CH:11][C:10]([N:13]2[C:17]3=[N:18][CH:19]=[CH:20][CH:21]=[C:16]3[C:15]([C:22]([O:24]C)=[O:23])=[CH:14]2)=[CH:9][CH:8]=1)(=[O:6])=[O:5].Cl, predict the reaction product.